This data is from Experimentally validated miRNA-target interactions with 360,000+ pairs, plus equal number of negative samples. The task is: Binary Classification. Given a miRNA mature sequence and a target amino acid sequence, predict their likelihood of interaction. (1) The miRNA is rno-miR-181c-5p with sequence AACAUUCAACCUGUCGGUGAGU. The protein sequence of the target gene is MKEPLDGECGKAVVPQQELLDKIKEEPDNAQEYGCVQQPKTQESKLKIGGVSSVNERPIAQQLNPGFQLSFASSGPSVLLPSVPAVAIKVFCSGCKKMLYKGQTAYHKTGSTQLFCSTRCITRHSSPACLPPPPKKTCTNCSKDILNPKDVITTRFENSYPSKDFCSQSCLSSYELKKKPVVTIYTKSISTKCSMCQKNADTRFEVKYQNVVHGLCSDACFSKFHSTNNLTMNCCENCGSYCYSSSGPCQSQKVFSSTSVTAYKQNSAQIPPYALGKSLRPSAEMIETTNDSGKTELFCS.... Result: 0 (no interaction). (2) The miRNA is hsa-miR-510-5p with sequence UACUCAGGAGAGUGGCAAUCAC. The protein sequence of the target gene is MSLTNTKTGFSVKDILDLPDTNDEDGSVAEGPEEESEGPEPAKRAGPLGQGALDAVQSLPLKSPFYDSSDNPYTRWLASTEGLQYSLHGLAASAPPQDSSSKSPEPSADESPDNDKETQGGGGDAGKKRKRRVLFSKAQTYELERRFRQQRYLSAPEREHLASLIRLTPTQVKIWFQNHRYKMKRARAEKGMEVTPLPSPRRVAVPVLVRDGKPCHALKAQDLAAATFQAGIPFSAYSAQSLQHMQYNAQYSSASTPQYPTAHPLVQAQQWTW. Result: 0 (no interaction). (3) The miRNA is hsa-miR-4254 with sequence GCCUGGAGCUACUCCACCAUCUC. The protein sequence of the target gene is MNPVYSPGSSGVPYANAKGIGYPAGFPVGYAAAPAYSPNMYPGANPTFQTGYTPGTPYKVSCSPTSGAVPPYSSSPNPYQTAVYPVRSAYPQQSPYAQQGTYYTQPLYAAPPHVIHHTTVVQPNGMPATVYPAPIPPPRGSGVTMGMVAGTTMAMSAGTLLTAHSPTPVAPHPVTVPTYRAPGTPTYSYVPPQW. Result: 0 (no interaction). (4) The protein sequence of the target gene is MVGREKELSIHFVPGCCQLVEEEVNIPSRRVLITGATGLLGRAVYKEFQQSNWHTVGCGFRRARPKFEQVNLLDSEAVHHLIHDFQPHVIVHCAAERRPDVVESQPDAASQLNVGASGNLAKEAAAIGAFLIYISSDYVFDGTNPPYTEEDIPSPLNLYGKTKLDGEKAVLENNLGAAVLRIPVLYGEVEKLEESAVTVMFDKVQFSNKSANMDHWQQRFPTHVKDVASVCRQLAEKRMLDPSIKGTFHWSGNEQMTKYEMACAIADAFNLPSSHLRPITDSPVIGAQRPKNAQLDCSKL.... Result: 0 (no interaction). The miRNA is hsa-miR-6801-3p with sequence ACCCCUGCCACUCACUGGCC. (5) The miRNA is hsa-miR-4465 with sequence CUCAAGUAGUCUGACCAGGGGA. The protein sequence of the target gene is MMSLSGSSGRTIGRPPFTPTQWEELEHQALIYKYMVSGVPVPPELIFSIRRSLDTSLVSRLLPHQSLGWGCYQMGFGRKPDPEPGRCRRTDGKKWRCSREAYPDSKYCEKHMHRGRNRARKSLDQNQTTTTPLTSPSLSFTNNNNPSPTLSSSSSSNSSSTTYSASSSSMDAYSNSNRFGLGGSSSNTRGYFNSHSLDYPYPSTSPKQQQQTLHHASALSLHQNTNSTSQFNVLASATDHKDFRYFQGIGERVGGVGERTFFPEASRSFQDSPYHHHQQPLATVMNDPYHHCSTDHNKID.... Result: 0 (no interaction).